The task is: Predict the product of the given reaction.. This data is from Forward reaction prediction with 1.9M reactions from USPTO patents (1976-2016). Given the reactants [C:1]([O:5][C:6]([N:8]1[CH2:13][CH2:12][CH:11]([O:14][C:15]2[CH:23]=[C:22]([CH3:24])[CH:21]=[CH:20][C:16]=2[C:17](O)=[S:18])[CH2:10][CH2:9]1)=[O:7])([CH3:4])([CH3:3])[CH3:2].[NH2:25][C:26]1[C:27]([C:33]([NH:35][C:36]2[CH:41]=[CH:40][C:39]([Cl:42])=[CH:38][N:37]=2)=[O:34])=[N:28][C:29]([CH3:32])=[CH:30][CH:31]=1, predict the reaction product. The product is: [C:1]([O:5][C:6]([N:8]1[CH2:9][CH2:10][CH:11]([O:14][C:15]2[CH:23]=[C:22]([CH3:24])[CH:21]=[CH:20][C:16]=2[C:17]([NH:25][C:26]2[C:27]([C:33]([NH:35][C:36]3[CH:41]=[CH:40][C:39]([Cl:42])=[CH:38][N:37]=3)=[O:34])=[N:28][C:29]([CH3:32])=[CH:30][CH:31]=2)=[S:18])[CH2:12][CH2:13]1)=[O:7])([CH3:3])([CH3:4])[CH3:2].